From a dataset of Full USPTO retrosynthesis dataset with 1.9M reactions from patents (1976-2016). Predict the reactants needed to synthesize the given product. (1) Given the product [NH2:60][C:49]1[S:50][C@:51]2([C:54]3[O:58][CH:57]=[N:56][C:55]=3[CH3:59])[C@H:53]([C@:47]([C:45]3[CH:46]=[C:41]([NH:40][C:76]([C:38]4[CH:34]=[N:35][C:36]([O:37][CH2:33][C:18]#[CH:20])=[CH:70][N:66]=4)=[O:80])[CH:42]=[CH:43][C:44]=3[F:63])([CH2:61][F:62])[N:48]=1)[CH2:52]2, predict the reactants needed to synthesize it. The reactants are: C(OC(=O)N(C1S[C@:18]2([C:33]3[O:37][CH:36]=[N:35][C:34]=3[CH3:38])[C@H:20]([C@](C3C=C(N)C=CC=3F)(CF)N=1)C2)COCC[Si](C)(C)C)(C)(C)C.[NH2:40][C:41]1[CH:42]=[CH:43][C:44]([F:63])=[C:45]([C@:47]2([CH2:61][F:62])[C@H:53]3[C@:51]([C:54]4[O:58][CH:57]=[N:56][C:55]=4[CH3:59])([CH2:52]3)[S:50][C:49]([NH2:60])=[N:48]2)[CH:46]=1.C([N:66]([CH:70](C)C)C(C)C)C.CN([C:76]([O:80]N1N=NC2C=CC=NC1=2)=[N+](C)C)C.F[P-](F)(F)(F)(F)F.CC1C=CC(S(O)(=O)=O)=CC=1. (2) Given the product [ClH:28].[CH3:1][O:2][CH2:3][CH:4]1[CH2:5][N:6]([C:22]2[N:23]=[CH:24][CH:25]=[CH:26][N:27]=2)[CH2:7][C:8]2([CH2:13][CH2:12][NH:11][CH2:10][CH2:9]2)[O:21]1, predict the reactants needed to synthesize it. The reactants are: [CH3:1][O:2][CH2:3][CH:4]1[O:21][C:8]2([CH2:13][CH2:12][N:11](C(OC(C)(C)C)=O)[CH2:10][CH2:9]2)[CH2:7][N:6]([C:22]2[N:27]=[CH:26][CH:25]=[CH:24][N:23]=2)[CH2:5]1.[ClH:28]. (3) The reactants are: [Cl:1][C:2]1[CH:32]=[CH:31][C:5]([CH2:6][N:7]2[C:15]3[C:10](=[CH:11][C:12](/[CH:16]=[C:17]4/[C:18](=[O:30])[N:19]([C@H:23]5[CH2:28][CH2:27][NH:26][CH2:25][C@H:24]5[F:29])[C:20](=[O:22])[S:21]/4)=[CH:13][CH:14]=3)[CH:9]=[N:8]2)=[C:4]([C:33]([F:36])([F:35])[F:34])[CH:3]=1.[CH:37](=O)[CH3:38]. Given the product [Cl:1][C:2]1[CH:32]=[CH:31][C:5]([CH2:6][N:7]2[C:15]3[C:10](=[CH:11][C:12](/[CH:16]=[C:17]4/[C:18](=[O:30])[N:19]([C@H:23]5[CH2:28][CH2:27][N:26]([CH2:37][CH3:38])[CH2:25][C@H:24]5[F:29])[C:20](=[O:22])[S:21]/4)=[CH:13][CH:14]=3)[CH:9]=[N:8]2)=[C:4]([C:33]([F:36])([F:35])[F:34])[CH:3]=1, predict the reactants needed to synthesize it. (4) Given the product [CH3:26][C:25]1[S:27][C:2]2[CH2:8][CH2:7][O:6][C:5]3[CH:9]=[C:10]([N:13]4[CH2:17][CH:16]([CH2:18][NH:19][C:20](=[O:22])[CH3:21])[O:15][C:14]4=[O:23])[CH:11]=[CH:12][C:4]=3[C:3]=2[N:28]=1, predict the reactants needed to synthesize it. The reactants are: Br[CH:2]1[CH2:8][CH2:7][O:6][C:5]2[CH:9]=[C:10]([N:13]3[CH2:17][CH:16]([CH2:18][NH:19][C:20](=[O:22])[CH3:21])[O:15][C:14]3=[O:23])[CH:11]=[CH:12][C:4]=2[C:3]1=O.[C:25]([NH2:28])(=[S:27])[CH3:26].C(OCC)(=O)C. (5) Given the product [CH3:8][C:9]1[CH2:11][C:10]=1[CH:27]([OH:28])[C:26]1[CH:29]=[CH:30][CH:31]=[C:24]([O:23][CH3:22])[CH:25]=1, predict the reactants needed to synthesize it. The reactants are: C(NC(C)C)(C)C.[CH3:8][C:9]1[CH2:11][CH:10]=1.[Li+].CCC[CH2-].C([Li])CCC.[CH3:22][O:23][C:24]1[CH:25]=[C:26]([CH:29]=[CH:30][CH:31]=1)[CH:27]=[O:28]. (6) The reactants are: Br[C:2]1[S:6][C:5]([CH:7]=[O:8])=[CH:4][CH:3]=1.[N:9]1([C:15]([O:17][C:18]([CH3:21])([CH3:20])[CH3:19])=[O:16])[CH2:14][CH2:13][NH:12][CH2:11][CH2:10]1.C(N(C(C)C)C(C)C)C. Given the product [CH:7]([C:5]1[S:6][C:2]([N:12]2[CH2:11][CH2:10][N:9]([C:15]([O:17][C:18]([CH3:21])([CH3:20])[CH3:19])=[O:16])[CH2:14][CH2:13]2)=[CH:3][CH:4]=1)=[O:8], predict the reactants needed to synthesize it. (7) Given the product [OH:13][C:14]1([CH2:18][O:19][C@H:20]2[CH2:21][CH2:22][C@H:23]([N:26]3[C:31](=[O:32])[C:30]([CH2:33][C:34]4[CH:35]=[CH:36][C:37]([C:40]5[CH:45]=[CH:44][CH:43]=[CH:42][C:41]=5[C:46]5[NH:3][C:4](=[O:7])[O:5][N:47]=5)=[CH:38][CH:39]=4)=[C:29]([CH2:48][CH2:49][CH3:50])[N:28]4[N:51]=[CH:52][N:53]=[C:27]34)[CH2:24][CH2:25]2)[CH2:17][CH2:16][CH2:15]1, predict the reactants needed to synthesize it. The reactants are: [Cl-].O[NH3+:3].[C:4](=[O:7])([O-])[OH:5].[Na+].CS(C)=O.[OH:13][C:14]1([CH2:18][O:19][C@H:20]2[CH2:25][CH2:24][C@H:23]([N:26]3[C:31](=[O:32])[C:30]([CH2:33][C:34]4[CH:39]=[CH:38][C:37]([C:40]5[C:41]([C:46]#[N:47])=[CH:42][CH:43]=[CH:44][CH:45]=5)=[CH:36][CH:35]=4)=[C:29]([CH2:48][CH2:49][CH3:50])[N:28]4[N:51]=[CH:52][N:53]=[C:27]34)[CH2:22][CH2:21]2)[CH2:17][CH2:16][CH2:15]1. (8) Given the product [C:33]([O:32][C:30]([NH:29][C:26]1[N:25]=[CH:24][C:23]([CH2:22][C:13]([C:11]2[N:10]=[CH:9][N:8]([C:5]3[CH:4]=[CH:3][C:2]([NH:1][C:44]([NH:43][C:37]4[CH:42]=[CH:41][CH:40]=[CH:39][CH:38]=4)=[O:45])=[CH:7][CH:6]=3)[CH:12]=2)([C:14]([O:16][CH3:17])=[O:15])[C:18]([O:20][CH3:21])=[O:19])=[CH:28][CH:27]=1)=[O:31])([CH3:36])([CH3:35])[CH3:34], predict the reactants needed to synthesize it. The reactants are: [NH2:1][C:2]1[CH:7]=[CH:6][C:5]([N:8]2[CH:12]=[C:11]([C:13]([CH2:22][C:23]3[CH:24]=[N:25][C:26]([NH:29][C:30]([O:32][C:33]([CH3:36])([CH3:35])[CH3:34])=[O:31])=[CH:27][CH:28]=3)([C:18]([O:20][CH3:21])=[O:19])[C:14]([O:16][CH3:17])=[O:15])[N:10]=[CH:9]2)=[CH:4][CH:3]=1.[C:37]1([N:43]=[C:44]=[O:45])[CH:42]=[CH:41][CH:40]=[CH:39][CH:38]=1.C(N(CC)CC)C.